Dataset: Reaction yield outcomes from USPTO patents with 853,638 reactions. Task: Predict the reaction yield, written as a fraction of the theoretical maximum amount of product (1.0 means a 100% yield; for example, 0.34 means a 34% yield). (1) The reactants are [CH:1]1([C:4]([N:6]2[CH2:11][CH2:10][N:9]([C:12]([C:14]3[CH:19]=[CH:18][C:17]([CH:20]4[C:29](=O)[C:28]5[C:27]([C:31](OC)=[O:32])=[CH:26][CH:25]=[CH:24][C:23]=5[NH:22][CH:21]4[C:35]4[CH:40]=[CH:39][CH:38]=[CH:37][CH:36]=4)=[CH:16][CH:15]=3)=[O:13])[CH2:8][CH2:7]2)=O)[CH2:3][CH2:2]1.[OH2:41].[NH2:42][NH2:43]. The catalyst is CO. The product is [CH:1]1([C:4]([N:6]2[CH2:7][CH2:8][N:9]([C:12]([C:14]3[CH:15]=[CH:16][C:17]([CH:20]4[C:29]5=[N:42][NH:43][C:31](=[O:32])[C:27]6[CH:26]=[CH:25][CH:24]=[C:23]([C:28]=65)[NH:22][CH:21]4[C:35]4[CH:36]=[CH:37][CH:38]=[CH:39][CH:40]=4)=[CH:18][CH:19]=3)=[O:13])[CH2:10][CH2:11]2)=[O:41])[CH2:2][CH2:3]1. The yield is 0.220. (2) The product is [OH:1][C@@H:2]1[CH2:6][CH2:5][C@H:4]([NH:7][C:8]([C:10]2[C:18]3[C:13](=[N:14][CH:15]=[C:16]([C:19]4[C:27]5[C:22](=[CH:23][C:24]([F:28])=[CH:25][CH:26]=5)[N:21]([CH3:29])[N:20]=4)[N:17]=3)[NH:12][CH:11]=2)=[O:9])[CH2:3]1. The catalyst is ClCCl. The yield is 0.750. The reactants are [OH:1][C@@H:2]1[CH2:6][CH2:5][C@H:4]([NH:7][C:8]([C:10]2[C:18]3[C:13](=[N:14][CH:15]=[C:16]([C:19]4[C:27]5[C:22](=[CH:23][C:24]([F:28])=[CH:25][CH:26]=5)[N:21]([CH3:29])[N:20]=4)[N:17]=3)[N:12](COCC[Si](C)(C)C)[CH:11]=2)=[O:9])[CH2:3]1.FC(F)(F)C(O)=O.C(N)CN. (3) The reactants are [N+:1]([C:4]1[CH:5]=[C:6]([O:13][CH:14]2[CH:19]3[CH2:20][CH2:21][N:16]([CH2:17][CH2:18]3)[CH2:15]2)[C:7]2[O:11][CH:10]=[CH:9][C:8]=2[CH:12]=1)([O-])=O.C1COCC1.NN. The catalyst is C(O)C.[Ni]. The product is [N:16]12[CH2:21][CH2:20][CH:19]([CH2:18][CH2:17]1)[CH:14]([O:13][C:6]1[C:7]3[O:11][CH:10]=[CH:9][C:8]=3[CH:12]=[C:4]([NH2:1])[CH:5]=1)[CH2:15]2. The yield is 0.400. (4) The reactants are CN1CCN(C2C=CC(NC3C4N(N=CN=4)C(C4C=C(C(N)=O)SC=4)=CN=3)=CC=2)CC1.[C:32]([O:36][C:37]([N:39]1[CH2:44][CH2:43][N:42]([C:45]2[CH:50]=[CH:49][C:48]([NH:51][C:52]3[C:53]4[N:54]([N:59]=[CH:60][N:61]=4)[C:55](Br)=[CH:56][N:57]=3)=[CH:47][CH:46]=2)[C:41](=[O:62])[CH2:40]1)=[O:38])([CH3:35])([CH3:34])[CH3:33].CC1(C)C(C)(C)OB([C:71]2[CH:72]=[C:73]3[C:77](=[CH:78][CH:79]=2)[C:76](=[O:80])[NH:75][CH2:74]3)O1.C([O-])([O-])=O.[Na+].[Na+]. The catalyst is [Cl-].[Na+].O.C1C=CC([P]([Pd]([P](C2C=CC=CC=2)(C2C=CC=CC=2)C2C=CC=CC=2)([P](C2C=CC=CC=2)(C2C=CC=CC=2)C2C=CC=CC=2)[P](C2C=CC=CC=2)(C2C=CC=CC=2)C2C=CC=CC=2)(C2C=CC=CC=2)C2C=CC=CC=2)=CC=1.C1(C)C=CC=CC=1.O1CCOCC1. The product is [C:32]([O:36][C:37]([N:39]1[CH2:44][CH2:43][N:42]([C:45]2[CH:50]=[CH:49][C:48]([NH:51][C:52]3[C:53]4[N:54]([N:59]=[CH:60][N:61]=4)[C:55]([C:71]4[CH:72]=[C:73]5[C:77](=[CH:78][CH:79]=4)[C:76](=[O:80])[NH:75][CH2:74]5)=[CH:56][N:57]=3)=[CH:47][CH:46]=2)[C:41](=[O:62])[CH2:40]1)=[O:38])([CH3:35])([CH3:34])[CH3:33]. The yield is 0.470.